Dataset: Reaction yield outcomes from USPTO patents with 853,638 reactions. Task: Predict the reaction yield, written as a fraction of the theoretical maximum amount of product (1.0 means a 100% yield; for example, 0.34 means a 34% yield). (1) The reactants are [F:1][C:2]1[CH:3]=[C:4]([CH:15]=[CH:16][C:17]=1[C:18]([OH:21])([CH3:20])[CH3:19])[C:5]([O:7]CC1C=CC=CC=1)=[O:6].[H][H]. The catalyst is CO.[Pd]. The product is [F:1][C:2]1[CH:3]=[C:4]([CH:15]=[CH:16][C:17]=1[C:18]([OH:21])([CH3:19])[CH3:20])[C:5]([OH:7])=[O:6]. The yield is 0.960. (2) The reactants are [CH3:1][C:2]1[CH:7]=[CH:6][C:5]([C:8](=O)[CH2:9][C:10](=O)[C:11]([F:14])([F:13])[F:12])=[CH:4][C:3]=1[C:17]([F:20])([F:19])[F:18].[NH2:21][C:22]1[C:26]([C:27]2[CH:32]=[CH:31][N:30]=[CH:29][CH:28]=2)=[CH:25][NH:24][N:23]=1. No catalyst specified. The product is [CH3:1][C:2]1[CH:7]=[CH:6][C:5]([C:8]2[CH:9]=[C:10]([C:11]([F:14])([F:13])[F:12])[N:23]3[N:24]=[CH:25][C:26]([C:27]4[CH:32]=[CH:31][N:30]=[CH:29][CH:28]=4)=[C:22]3[N:21]=2)=[CH:4][C:3]=1[C:17]([F:20])([F:19])[F:18]. The yield is 0.580. (3) The reactants are [OH:1][CH2:2][CH2:3][CH2:4][CH2:5][CH2:6][CH2:7][CH2:8][CH2:9][CH2:10][CH2:11][CH2:12][CH2:13][CH2:14][CH2:15][CH2:16][CH2:17][C:18]1[C:26]2[C:21](=[CH:22][CH:23]=[CH:24][CH:25]=2)[N:20](S(C2C=CC(OC)=CC=2)(=O)=O)[CH:19]=1.P([O-])([O-])(O)=O.[Na+].[Na+].[Cl-].[NH4+]. The catalyst is CO. The product is [OH:1][CH2:2][CH2:3][CH2:4][CH2:5][CH2:6][CH2:7][CH2:8][CH2:9][CH2:10][CH2:11][CH2:12][CH2:13][CH2:14][CH2:15][CH2:16][CH2:17][C:18]1[C:26]2[C:21](=[CH:22][CH:23]=[CH:24][CH:25]=2)[NH:20][CH:19]=1. The yield is 0.750. (4) The yield is 0.650. No catalyst specified. The reactants are Cl.[CH2:2]([O:4][C:5]([C:7]1([NH2:13])[CH2:12][CH2:11][CH2:10][CH2:9][CH2:8]1)=[O:6])[CH3:3].Cl.[CH2:15]([N:18]1[CH2:23][CH2:22][N:21]([C:24]2[CH:32]=[CH:31][C:27]([C:28](O)=[O:29])=[CH:26][CH:25]=2)[CH2:20][CH2:19]1)[CH2:16][CH3:17]. The product is [CH2:2]([O:4][C:5]([C:7]1([NH:13][C:28]([C:27]2[CH:26]=[CH:25][C:24]([N:21]3[CH2:20][CH2:19][N:18]([CH2:15][CH2:16][CH3:17])[CH2:23][CH2:22]3)=[CH:32][CH:31]=2)=[O:29])[CH2:12][CH2:11][CH2:10][CH2:9][CH2:8]1)=[O:6])[CH3:3]. (5) The reactants are [CH3:1][O:2][C:3]1[CH:25]=[CH:24][C:6]([CH2:7][N:8]2[C:13]3[CH:14]=[CH:15][CH:16]=[CH:17][C:12]=3[O:11][CH:10]([CH2:18][CH2:19][CH2:20]O)[S:9]2(=[O:23])=[O:22])=[CH:5][CH:4]=1.C1(P(C2C=CC=CC=2)C2C=CC=CC=2)C=CC=CC=1.[Cl:45]N1C(=O)CCC1=O. The catalyst is O1CCCC1. The product is [Cl:45][CH2:20][CH2:19][CH2:18][CH:10]1[S:9](=[O:23])(=[O:22])[N:8]([CH2:7][C:6]2[CH:24]=[CH:25][C:3]([O:2][CH3:1])=[CH:4][CH:5]=2)[C:13]2[CH:14]=[CH:15][CH:16]=[CH:17][C:12]=2[O:11]1. The yield is 0.810. (6) The reactants are [OH:1][CH:2]([C:19]1[CH:24]=[CH:23][CH:22]=[CH:21][CH:20]=1)[CH2:3][O:4][C:5]1[CH:18]=[CH:17][C:8]([CH:9]=[C:10]2[S:14][C:13](=[O:15])[NH:12][C:11]2=[O:16])=[CH:7][CH:6]=1.O.[BH4-].[Na+].C(O)(=O)C. The catalyst is C1COCC1.[OH-].[Na+].O.O.O.O.O.O.[Co](Cl)Cl.CC(=NO)C(C)=NO. The product is [OH:1][CH:2]([C:19]1[CH:20]=[CH:21][CH:22]=[CH:23][CH:24]=1)[CH2:3][O:4][C:5]1[CH:18]=[CH:17][C:8]([CH2:9][CH:10]2[S:14][C:13](=[O:15])[NH:12][C:11]2=[O:16])=[CH:7][CH:6]=1. The yield is 0.760. (7) The reactants are [CH:1]1([NH2:4])[CH2:3][CH2:2]1.C(O)(=O)C.[CH2:9]([O:16][C:17]([N:19]1[CH2:24][CH2:23][CH:22]([CH:25]=O)[CH2:21][CH2:20]1)=[O:18])[C:10]1[CH:15]=[CH:14][CH:13]=[CH:12][CH:11]=1.C([BH3-])#N.[Na+]. The catalyst is CO. The product is [CH2:9]([O:16][C:17]([N:19]1[CH2:24][CH2:23][CH:22]([CH2:25][NH:4][CH:1]2[CH2:3][CH2:2]2)[CH2:21][CH2:20]1)=[O:18])[C:10]1[CH:11]=[CH:12][CH:13]=[CH:14][CH:15]=1. The yield is 0.470. (8) The reactants are Cl.[F:2][C:3]1([F:12])[CH2:7][NH:6][CH:5]([CH2:8][C:9]([OH:11])=[O:10])[CH2:4]1.[Br:13][C:14]1[CH:19]=[C:18]([F:20])[CH:17]=[CH:16][C:15]=1[C@H:21]1[C:26]([C:27]([O:29][CH2:30][CH3:31])=[O:28])=[C:25]([CH2:32]Br)[NH:24][C:23]([C:34]2[S:35][CH:36]=[CH:37][N:38]=2)=[N:22]1.C([O-])([O-])=O.[K+].[K+]. The catalyst is C(O)C. The product is [Br:13][C:14]1[CH:19]=[C:18]([F:20])[CH:17]=[CH:16][C:15]=1[C@@H:21]1[N:22]=[C:23]([C:34]2[S:35][CH:36]=[CH:37][N:38]=2)[NH:24][C:25]([CH2:32][N:6]2[CH2:7][C:3]([F:2])([F:12])[CH2:4][CH:5]2[CH2:8][C:9]([OH:11])=[O:10])=[C:26]1[C:27]([O:29][CH2:30][CH3:31])=[O:28]. The yield is 0.342.